This data is from Forward reaction prediction with 1.9M reactions from USPTO patents (1976-2016). The task is: Predict the product of the given reaction. Given the reactants [CH:1]([S:4](Cl)(=[O:6])=[O:5])([CH3:3])[CH3:2].[C:8]([C:10]1([C:16]2[N:21]=[CH:20][C:19]([NH:22][C:23]([C:25]3[CH:26]=[N:27][N:28]([C:31]4[CH:36]=[CH:35][C:34]([C:37]([F:40])([F:39])[F:38])=[CH:33][N:32]=4)[C:29]=3[CH3:30])=[O:24])=[CH:18][CH:17]=2)[CH2:15][CH2:14][NH:13][CH2:12][CH2:11]1)#[N:9].C(=O)([O-])[O-].[K+].[K+].O, predict the reaction product. The product is: [C:8]([C:10]1([C:16]2[N:21]=[CH:20][C:19]([NH:22][C:23]([C:25]3[CH:26]=[N:27][N:28]([C:31]4[CH:36]=[CH:35][C:34]([C:37]([F:40])([F:39])[F:38])=[CH:33][N:32]=4)[C:29]=3[CH3:30])=[O:24])=[CH:18][CH:17]=2)[CH2:11][CH2:12][N:13]([S:4]([CH:1]([CH3:3])[CH3:2])(=[O:6])=[O:5])[CH2:14][CH2:15]1)#[N:9].